The task is: Binary Classification. Given a drug SMILES string, predict its activity (active/inactive) in a high-throughput screening assay against a specified biological target.. This data is from Cav3 T-type calcium channel HTS with 100,875 compounds. (1) The drug is O(C(=O)CCCc1c2c([nH]c1)cccc2)CC(=O)N. The result is 0 (inactive). (2) The molecule is O=C(N1CCN(C1)C(=O)c1ccc(cc1)C)CN1CCCC1. The result is 0 (inactive). (3) The compound is S(=O)(=O)(NCCOC)c1ccc(SC)cc1. The result is 0 (inactive). (4) The compound is s1nnc2cc(C(=O)Nc3ccc(OCC)cc3)ccc12. The result is 0 (inactive). (5) The result is 0 (inactive). The molecule is O=C(Nc1nc(ccc1)C)c1cc([N+]([O-])=O)c(NCCCC)cc1. (6) The result is 0 (inactive). The molecule is O=C(N1CCCCC1)CCCN1C(=O)c2c(C1=O)cccc2.